Dataset: Peptide-MHC class I binding affinity with 185,985 pairs from IEDB/IMGT. Task: Regression. Given a peptide amino acid sequence and an MHC pseudo amino acid sequence, predict their binding affinity value. This is MHC class I binding data. (1) The peptide sequence is ATYQRTRA. The MHC is HLA-A02:01 with pseudo-sequence HLA-A02:01. The binding affinity (normalized) is 0. (2) The peptide sequence is FLEQQNKILL. The MHC is HLA-A02:06 with pseudo-sequence HLA-A02:06. The binding affinity (normalized) is 0.379. (3) The peptide sequence is NTQGYFPDWQ. The MHC is HLA-B18:01 with pseudo-sequence HLA-B18:01. The binding affinity (normalized) is 0. (4) The peptide sequence is DTVNRTHQY. The MHC is HLA-A02:01 with pseudo-sequence HLA-A02:01. The binding affinity (normalized) is 0.0847. (5) The peptide sequence is KAYKIISLK. The MHC is HLA-B39:01 with pseudo-sequence HLA-B39:01. The binding affinity (normalized) is 0.0847. (6) The peptide sequence is SMYSTVATS. The MHC is HLA-A02:06 with pseudo-sequence HLA-A02:06. The binding affinity (normalized) is 0.160. (7) The peptide sequence is CTINVNSLA. The MHC is HLA-A02:03 with pseudo-sequence HLA-A02:03. The binding affinity (normalized) is 0.317.